This data is from Reaction yield outcomes from USPTO patents with 853,638 reactions. The task is: Predict the reaction yield, written as a fraction of the theoretical maximum amount of product (1.0 means a 100% yield; for example, 0.34 means a 34% yield). The reactants are C([C:5]1[C:9]2=[N:10][CH:11]=[CH:12][C:13](Cl)=[C:8]2[S:7][C:6]=1[C:15]1[S:16][CH:17]=[CH:18][N:19]=1)(C)(C)C.[N:20]1[CH:25]=[CH:24][CH:23]=[CH:22][C:21]=1[NH:26][C:27]([C:29]1[C:37]2[C:32](=[CH:33][C:34]([OH:38])=[CH:35][CH:36]=2)[N:31]([CH3:39])[C:30]=1[CH3:40])=[O:28].C([O-])([O-])=O.[Cs+].[Cs+]. No catalyst specified. The product is [N:20]1[CH:25]=[CH:24][CH:23]=[CH:22][C:21]=1[NH:26][C:27]([C:29]1[C:37]2[C:32](=[CH:33][C:34]([O:38][C:13]3[CH:12]=[CH:11][N:10]=[C:9]4[CH:5]=[C:6]([C:15]5[S:16][CH:17]=[CH:18][N:19]=5)[S:7][C:8]=34)=[CH:35][CH:36]=2)[N:31]([CH3:39])[C:30]=1[CH3:40])=[O:28]. The yield is 0.220.